This data is from Catalyst prediction with 721,799 reactions and 888 catalyst types from USPTO. The task is: Predict which catalyst facilitates the given reaction. (1) Reactant: [F:1][C:2]([F:19])([F:18])[C:3]([NH:5][C@H:6]1[CH2:15][CH2:14][C:13]2[C:8](=[C:9]([O:16][CH3:17])[CH:10]=[CH:11][CH:12]=2)[CH2:7]1)=[O:4].C([O-])(=O)C.[Na+].[Br:25]Br. Product: [Br:25][C:12]1[CH:11]=[CH:10][C:9]([O:16][CH3:17])=[C:8]2[C:13]=1[CH2:14][CH2:15][C@H:6]([NH:5][C:3](=[O:4])[C:2]([F:18])([F:19])[F:1])[CH2:7]2. The catalyst class is: 15. (2) Reactant: [CH2:1]([O:3][C:4]([C:6]1[CH:7]=[C:8]([CH:12]([OH:26])[C@@H:13]2[CH2:18][CH2:17][CH2:16][CH2:15][N:14]2[C:19]([O:21][C:22]([CH3:25])([CH3:24])[CH3:23])=[O:20])[CH:9]=[CH:10][CH:11]=1)=[O:5])[CH3:2].C1C(=O)N(OC(ON2C(=O)CCC2=O)=O)[C:29](=[O:30])C1.C(N(CC)CC)C.[NH2:52][C:53]1[CH:54]=[C:55]2[C:59](=[CH:60][CH:61]=1)[N:58]([C:62]([O:64][C:65]([CH3:68])([CH3:67])[CH3:66])=[O:63])[N:57]=[CH:56]2.C(=O)([O-])O.[Na+]. Product: [C:22]([O:21][C:19]([N:14]1[CH2:15][CH2:16][CH2:17][CH2:18][C@H:13]1[CH:12]([C:8]1[CH:9]=[CH:10][CH:11]=[C:6]([C:4]([O:3][CH2:1][CH3:2])=[O:5])[CH:7]=1)[O:26][C:29]([NH:52][C:53]1[CH:54]=[C:55]2[C:59](=[CH:60][CH:61]=1)[N:58]([C:62]([O:64][C:65]([CH3:68])([CH3:67])[CH3:66])=[O:63])[N:57]=[CH:56]2)=[O:30])=[O:20])([CH3:25])([CH3:24])[CH3:23]. The catalyst class is: 291.